From a dataset of Forward reaction prediction with 1.9M reactions from USPTO patents (1976-2016). Predict the product of the given reaction. (1) Given the reactants [N+:1]([C:4]1[CH:13]=[C:12]2[C:7]([C:8](=O)[NH:9][CH:10]=[N:11]2)=[CH:6][CH:5]=1)([O-:3])=[O:2].S(Cl)([Cl:17])=O, predict the reaction product. The product is: [ClH:17].[Cl:17][C:8]1[C:7]2[C:12](=[CH:13][C:4]([N+:1]([O-:3])=[O:2])=[CH:5][CH:6]=2)[N:11]=[CH:10][N:9]=1. (2) Given the reactants [C:1](#[N:3])C.[F:4][C:5]([F:21])([F:20])[C:6]1[CH:11]=[C:10]([Cl:12])[CH:9]=[CH:8][C:7]=1[C:13]1[CH:18]=[CH:17][N+:16]([O-])=[CH:15][CH:14]=1.C[Si](C#N)(C)C, predict the reaction product. The product is: [F:4][C:5]([F:21])([F:20])[C:6]1[CH:11]=[C:10]([Cl:12])[CH:9]=[CH:8][C:7]=1[C:13]1[CH:18]=[CH:17][N:16]=[C:15]([C:1]#[N:3])[CH:14]=1. (3) Given the reactants [CH3:1][O:2][C:3]1[CH:22]=[CH:21][C:6]([CH2:7][N:8]2[S:12](=[O:14])(=[O:13])[N:11](C(OC)=O)[CH2:10][C:9]2([CH3:20])[CH3:19])=[CH:5][CH:4]=1.[OH-].[Na+].Cl, predict the reaction product. The product is: [CH3:1][O:2][C:3]1[CH:22]=[CH:21][C:6]([CH2:7][N:8]2[C:9]([CH3:20])([CH3:19])[CH2:10][NH:11][S:12]2(=[O:13])=[O:14])=[CH:5][CH:4]=1. (4) Given the reactants C(NC(C)C)(C)C.C([Li])CCC.[F:13][C:14]1[CH:19]=[CH:18][CH:17]=[CH:16][N:15]=1.[CH:20](=[O:23])[CH2:21][CH3:22], predict the reaction product. The product is: [F:13][C:14]1[C:19]([CH:20]([OH:23])[CH2:21][CH3:22])=[CH:18][CH:17]=[CH:16][N:15]=1. (5) Given the reactants [OH:1][CH2:2][C:3]1([N:12]2[C:16]3=[C:17]4[S:23][CH:22]=[CH:21][C:18]4=[N:19][CH:20]=[C:15]3[N:14]=[CH:13]2)[CH2:8][CH2:7][C:6](=[CH:9][C:10]#[N:11])[CH2:5][CH2:4]1.O.C(O)(C(F)(F)F)=O.C(#N)C, predict the reaction product. The product is: [OH:1][CH2:2][C:3]1([N:12]2[C:16]3=[C:17]4[S:23][CH:22]=[CH:21][C:18]4=[N:19][CH:20]=[C:15]3[N:14]=[CH:13]2)[CH2:8][CH2:7][CH:6]([CH2:9][C:10]#[N:11])[CH2:5][CH2:4]1. (6) Given the reactants [F:1][C:2]1[CH:7]=[C:6]([Br:8])[CH:5]=[CH:4][C:3]=1[SH:9].Cl[N:11]1[CH:16]=[CH:15][CH:14]=[C:13](Cl)[NH:12]1.[C:18](=O)([O-])[O-:19].[K+].[K+], predict the reaction product. The product is: [Br:8][C:6]1[CH:5]=[CH:4][C:3]([S:9][C:16]2[N:11]=[N:12][C:13]([O:19][CH3:18])=[CH:14][CH:15]=2)=[C:2]([F:1])[CH:7]=1. (7) Given the reactants C(OC([NH:8][C:9]1[CH:31]=[CH:30][C:12]([CH2:13][NH:14][C:15](=[O:29])[NH:16][CH:17]([CH2:21][C:22]2[CH:27]=[CH:26][CH:25]=[C:24]([OH:28])[CH:23]=2)[C:18]([OH:20])=O)=[CH:11][CH:10]=1)=O)(C)(C)C.[OH:32][C:33]1[C:41]2[N:40]=NNC=2C=CC=1.[CH:42](N(C(C)C)CC)(C)[CH3:43].CN(C)CCCN=C=NCC, predict the reaction product. The product is: [NH2:8][C:9]1[CH:10]=[CH:11][C:12]([CH2:13][NH:14][C:15]([NH:16][CH:17]([CH2:21][C:22]2[CH:27]=[CH:26][CH:25]=[C:24]([OH:28])[CH:23]=2)[C:18]([N:40]2[CH2:41][CH2:33][O:32][CH2:43][CH2:42]2)=[O:20])=[O:29])=[CH:30][CH:31]=1.